Dataset: Forward reaction prediction with 1.9M reactions from USPTO patents (1976-2016). Task: Predict the product of the given reaction. Given the reactants [N+:1]([C:4]1[CH:9]=[CH:8][C:7]([C:10](=[O:14])[CH:11]([CH3:13])[CH3:12])=[CH:6][CH:5]=1)([O-])=O.O.O.Cl[Sn]Cl.C(OCC)(=O)C.CCN(CC)CC, predict the reaction product. The product is: [NH2:1][C:4]1[CH:5]=[CH:6][C:7]([C:10](=[O:14])[CH:11]([CH3:12])[CH3:13])=[CH:8][CH:9]=1.